From a dataset of Full USPTO retrosynthesis dataset with 1.9M reactions from patents (1976-2016). Predict the reactants needed to synthesize the given product. (1) Given the product [F:39][C:40]([F:45])([F:44])[C:41]([OH:43])=[O:42].[F:37][C:31]1[CH:32]=[CH:33][C:34]([F:36])=[CH:35][C:30]=1[C@@H:9]1[C@@H:8]([NH2:7])[CH2:13][C@@H:12]([N:14]2[CH2:21][C:20]3[C:16](=[N:17][N:18]([S:22]([CH:25]4[CH2:29][CH2:28][CH2:27][CH2:26]4)(=[O:23])=[O:24])[CH:19]=3)[CH2:15]2)[CH2:11][O:10]1, predict the reactants needed to synthesize it. The reactants are: C(OC(=O)[NH:7][C@H:8]1[CH2:13][C@@H:12]([N:14]2[CH2:21][C:20]3[C:16](=[N:17][N:18]([S:22]([CH:25]4[CH2:29][CH2:28][CH2:27][CH2:26]4)(=[O:24])=[O:23])[CH:19]=3)[CH2:15]2)[CH2:11][O:10][C@@H:9]1[C:30]1[CH:35]=[C:34]([F:36])[CH:33]=[CH:32][C:31]=1[F:37])(C)(C)C.[F:39][C:40]([F:45])([F:44])[C:41]([OH:43])=[O:42]. (2) Given the product [Br:18][C:14]1[CH:13]=[C:12]([CH:17]=[CH:16][CH:15]=1)[CH2:11][N:10]1[C:9]2[C:8](=[O:19])[N:7]([CH3:20])[C:6](=[O:21])[N:5]([CH3:22])[C:4]=2[N:3]=[C:2]1[SH:32], predict the reactants needed to synthesize it. The reactants are: Br[C:2]1[N:10]([CH2:11][C:12]2[CH:17]=[CH:16][CH:15]=[C:14]([Br:18])[CH:13]=2)[C:9]2[C:8](=[O:19])[N:7]([CH3:20])[C:6](=[O:21])[N:5]([CH3:22])[C:4]=2[N:3]=1.O.O.O.O.O.O.O.O.O.[S-2:32].[Na+].[Na+].C(O)(=O)C. (3) Given the product [CH:42]([NH:43][C:7](=[O:11])[C:8]([CH3:10])=[CH2:9])([CH3:45])[CH3:41], predict the reactants needed to synthesize it. The reactants are: [C:7](O[C:7](=[O:11])[C:8]([CH3:10])=[CH2:9])(=[O:11])[C:8]([CH3:10])=[CH2:9].C(C1C=C(C)C=C(C(C)(C)C)C=1O)(C)(C)C.COC1C=CC(O)=CC=1.CC1(C)[N:43]([O])[C:42](C)([CH3:45])[CH2:41]C(O)C1.C(N)(C)C. (4) Given the product [CH:11]12[O:16][CH:14]([CH2:13][CH2:12]1)[CH2:15][N:9]([C:4]1[C:3]([CH2:2][O:17][C:18]3[C:27]4[C:26](=[O:28])[O:25][C:24]([CH3:30])([CH3:29])[O:23][C:22]=4[CH:21]=[CH:20][CH:19]=3)=[CH:8][CH:7]=[CH:6][N:5]=1)[CH2:10]2, predict the reactants needed to synthesize it. The reactants are: Cl[CH2:2][C:3]1[C:4]([N:9]2[CH2:15][CH:14]3[O:16][CH:11]([CH2:12][CH2:13]3)[CH2:10]2)=[N:5][CH:6]=[CH:7][CH:8]=1.[OH:17][C:18]1[C:27]2[C:26](=[O:28])[O:25][C:24]([CH3:30])([CH3:29])[O:23][C:22]=2[CH:21]=[CH:20][CH:19]=1.C(=O)([O-])[O-].[Cs+].[Cs+]. (5) Given the product [Cl:10][C:7]1[CH:6]=[C:3]2[C:2](=[CH:9][CH:8]=1)[NH:1][C:14](=[O:15])[C:13]([C:11]#[N:12])=[CH:4]2, predict the reactants needed to synthesize it. The reactants are: [NH2:1][C:2]1[CH:9]=[CH:8][C:7]([Cl:10])=[CH:6][C:3]=1[CH:4]=O.[C:11]([CH2:13][C:14](OCC)=[O:15])#[N:12]. (6) Given the product [C:24]([C:6]1[N:2]([CH3:1])[N:3]=[C:4]([C:18]2[CH:19]=[CH:20][CH:21]=[CH:22][CH:23]=2)[CH:5]=1)#[C:25][CH2:26][CH2:27][CH2:28][CH2:29][CH3:30], predict the reactants needed to synthesize it. The reactants are: [CH3:1][N:2]1[C:6](OS(C2C=CC(C)=CC=2)(=O)=O)=[CH:5][C:4]([C:18]2[CH:23]=[CH:22][CH:21]=[CH:20][CH:19]=2)=[N:3]1.[CH:24]#[C:25][CH2:26][CH2:27][CH2:28][CH2:29][CH3:30]. (7) Given the product [N:30]1([C:34]([C:36]2[CH:37]=[C:38]([Cl:43])[C:39]([O:16][C:14]3[CH:15]=[C:10]([CH:11]=[C:12]([O:17][CH:18]([CH2:19][F:20])[CH2:21][F:22])[CH:13]=3)[C:9]([NH:8][C:4]3[CH:5]=[C:6]([CH3:7])[N:2]([CH3:1])[N:3]=3)=[O:23])=[N:40][CH:41]=2)=[O:35])[CH2:33][CH2:32][CH2:31]1, predict the reactants needed to synthesize it. The reactants are: [CH3:1][N:2]1[C:6]([CH3:7])=[CH:5][C:4]([NH:8][C:9](=[O:23])[C:10]2[CH:15]=[C:14]([OH:16])[CH:13]=[C:12]([O:17][CH:18]([CH2:21][F:22])[CH2:19][F:20])[CH:11]=2)=[N:3]1.C(=O)([O-])[O-].[K+].[K+].[N:30]1([C:34]([C:36]2[CH:37]=[C:38]([Cl:43])[C:39](Cl)=[N:40][CH:41]=2)=[O:35])[CH2:33][CH2:32][CH2:31]1.